From a dataset of Catalyst prediction with 721,799 reactions and 888 catalyst types from USPTO. Predict which catalyst facilitates the given reaction. (1) Reactant: [CH3:1][N:2]([CH3:20])[C:3]1[N:19]=[C:6]2[CH:7]=[C:8]([NH:11]C(=O)OC(C)(C)C)[CH:9]=[CH:10][N:5]2[N:4]=1.Cl. Product: [CH3:1][N:2]([CH3:20])[C:3]1[N:19]=[C:6]2[CH:7]=[C:8]([NH2:11])[CH:9]=[CH:10][N:5]2[N:4]=1. The catalyst class is: 4. (2) Reactant: [OH:1][C:2]1([CH2:15][C:16]2([CH3:19])[CH2:18][CH2:17]2)[CH2:7][CH2:6][N:5](C(OC(C)(C)C)=O)[CH2:4][CH2:3]1.C(O)(C(F)(F)F)=O. Product: [CH3:19][C:16]1([CH2:15][C:2]2([OH:1])[CH2:7][CH2:6][NH:5][CH2:4][CH2:3]2)[CH2:17][CH2:18]1. The catalyst class is: 2. (3) Reactant: [N+:1]([C:4]1[CH:9]=[CH:8][C:7]([C@@H:10]([CH3:13])[CH2:11]O)=[CH:6][CH:5]=1)([O-:3])=[O:2].[C:14]1(=[O:24])[NH:18][C:17](=[O:19])[C:16]2=[CH:20][CH:21]=[CH:22][CH:23]=[C:15]12.C1(P(C2C=CC=CC=2)C2C=CC=CC=2)C=CC=CC=1.CCOC(/N=N/C(OCC)=O)=O. Product: [N+:1]([C:4]1[CH:9]=[CH:8][C:7]([C@@H:10]([CH3:13])[CH2:11][N:18]2[C:14](=[O:24])[C:15]3[C:16](=[CH:20][CH:21]=[CH:22][CH:23]=3)[C:17]2=[O:19])=[CH:6][CH:5]=1)([O-:3])=[O:2]. The catalyst class is: 1. (4) The catalyst class is: 2. Product: [CH2:24]([N:31]([CH3:32])[C:20]([C:18]1[O:19][C:15]2[CH:14]=[CH:13][C:12]([O:11][C:3]3[S:2][C:10]4[C:5]([N:4]=3)=[N:6][CH:7]=[CH:8][CH:9]=4)=[CH:23][C:16]=2[CH:17]=1)=[O:21])[C:25]1[CH:30]=[CH:29][CH:28]=[CH:27][CH:26]=1. Reactant: Cl.[S:2]1[C:10]2[C:5](=[N:6][CH:7]=[CH:8][CH:9]=2)[N:4]=[C:3]1[O:11][C:12]1[CH:13]=[CH:14][C:15]2[O:19][C:18]([C:20](Cl)=[O:21])=[CH:17][C:16]=2[CH:23]=1.[CH2:24]([NH:31][CH3:32])[C:25]1[CH:30]=[CH:29][CH:28]=[CH:27][CH:26]=1.CCN(CC)CC. (5) Reactant: [C:1]1([C:7]2[S:8][C:9](/[CH:12]=[CH:13]/[C:14]([OH:16])=O)=[CH:10][N:11]=2)[CH:6]=[CH:5][CH:4]=[CH:3][CH:2]=1.C(OC(Cl)=O)C(C)C.[N-:25]=[N+:26]=[N-:27].[Na+]. Product: [C:1]1([C:7]2[S:8][C:9](/[CH:12]=[CH:13]/[C:14]([N:25]=[N+:26]=[N-:27])=[O:16])=[CH:10][N:11]=2)[CH:6]=[CH:5][CH:4]=[CH:3][CH:2]=1. The catalyst class is: 95. (6) Reactant: [C:1]([O:5][C:6](=[O:17])[NH:7][C@H:8]([C:10]1[CH:15]=[CH:14][CH:13]=[C:12](Br)[CH:11]=1)[CH3:9])([CH3:4])([CH3:3])[CH3:2].[CH3:18][C@H:19]1[O:24][C@@H:23]([CH3:25])[CH2:22][NH:21][CH2:20]1.C(P(C(C)(C)C)C1C=CC=CC=1C1C=CC=CC=1)(C)(C)C.CC(C)([O-])C.[Na+]. Product: [C:1]([O:5][C:6](=[O:17])[NH:7][C@H:8]([C:10]1[CH:15]=[CH:14][CH:13]=[C:12]([N:21]2[CH2:20][C@H:19]([CH3:18])[O:24][C@H:23]([CH3:25])[CH2:22]2)[CH:11]=1)[CH3:9])([CH3:4])([CH3:3])[CH3:2]. The catalyst class is: 164.